Dataset: Full USPTO retrosynthesis dataset with 1.9M reactions from patents (1976-2016). Task: Predict the reactants needed to synthesize the given product. (1) Given the product [CH3:10][O:9][C:6]1[C@H:7]([CH2:20][C:21]2[CH:22]=[C:23]3[C:28](=[CH:29][CH:30]=2)[N:27]=[CH:26][CH:25]=[CH:24]3)[N:8]=[C:3]([O:2][CH3:1])[C@@H:4]([CH:11]([CH3:13])[CH3:12])[N:5]=1, predict the reactants needed to synthesize it. The reactants are: [CH3:1][O:2][C:3]1[C@@H:4]([CH:11]([CH3:13])[CH3:12])[N:5]=[C:6]([O:9][CH3:10])[CH2:7][N:8]=1.C([Li])CCC.Br[CH2:20][C:21]1[CH:22]=[C:23]2[C:28](=[CH:29][CH:30]=1)[N:27]=[CH:26][CH:25]=[CH:24]2. (2) Given the product [C:3]([C:5]1[CH:6]=[C:7]([CH:37]=[CH:38][CH:39]=1)[CH2:8][S:9]([NH:12][C@@H:13]([C:17]([NH:19][C@H:20]([C:25]([NH:27][CH2:28][C:29]1[CH:30]=[CH:31][C:32]([C:35]#[N:36])=[CH:33][CH:34]=1)=[O:26])[CH2:21][CH:22]([CH3:24])[CH3:23])=[O:18])[CH:14]([CH3:16])[CH3:15])(=[O:11])=[O:10])([OH:4])=[O:2], predict the reactants needed to synthesize it. The reactants are: C[O:2][C:3]([C:5]1[CH:6]=[C:7]([CH:37]=[CH:38][CH:39]=1)[CH2:8][S:9]([NH:12][C@@H:13]([C:17]([NH:19][C@H:20]([C:25]([NH:27][CH2:28][C:29]1[CH:34]=[CH:33][C:32]([C:35]#[N:36])=[CH:31][CH:30]=1)=[O:26])[CH2:21][CH:22]([CH3:24])[CH3:23])=[O:18])[CH:14]([CH3:16])[CH3:15])(=[O:11])=[O:10])=[O:4].[OH-].[Li+].Cl. (3) Given the product [CH3:7][O:8][C:9]([C:11]1[C:19]2[C:14](=[CH:15][CH:16]=[CH:17][CH:18]=2)[N:13]([C:21]2[C:30]3[C:25](=[CH:26][CH:27]=[CH:28][CH:29]=3)[CH:24]=[CH:23][N:22]=2)[CH:12]=1)=[O:10], predict the reactants needed to synthesize it. The reactants are: C(=O)([O-])[O-].[K+].[K+].[CH3:7][O:8][C:9]([C:11]1[C:19]2[C:14](=[CH:15][CH:16]=[CH:17][CH:18]=2)[NH:13][CH:12]=1)=[O:10].Cl[C:21]1[C:30]2[C:25](=[CH:26][CH:27]=[CH:28][CH:29]=2)[CH:24]=[CH:23][N:22]=1. (4) Given the product [Cl:8][C:7]1[CH:6]=[CH:5][C:4]([C:9]2[N:10]=[N:11][N:12]([CH3:30])[N:13]=2)=[CH:3][C:2]=1[C:22]1[CH:23]=[CH:24][C:25]([NH2:28])=[N:26][CH:27]=1, predict the reactants needed to synthesize it. The reactants are: Br[C:2]1[CH:3]=[C:4]([C:9]2[N:10]=[N:11][NH:12][N:13]=2)[CH:5]=[CH:6][C:7]=1[Cl:8].CC1(C)C(C)(C)OB([C:22]2[CH:23]=[CH:24][C:25]([NH2:28])=[N:26][CH:27]=2)O1.[C:30](=O)([O-])[O-].[K+].[K+].O1CCOCC1.